Dataset: Full USPTO retrosynthesis dataset with 1.9M reactions from patents (1976-2016). Task: Predict the reactants needed to synthesize the given product. (1) Given the product [Cl:1][C:2]1[CH:3]=[CH:4][C:5]2[S:9][C:8]([S:10]([NH:16][C:17]3[CH:18]=[C:19]([CH:24]=[CH:25][CH:26]=3)[C:20]([OH:22])=[O:21])(=[O:12])=[O:11])=[C:7]([CH3:14])[C:6]=2[CH:15]=1, predict the reactants needed to synthesize it. The reactants are: [Cl:1][C:2]1[CH:3]=[CH:4][C:5]2[S:9][C:8]([S:10](Cl)(=[O:12])=[O:11])=[C:7]([CH3:14])[C:6]=2[CH:15]=1.[NH2:16][C:17]1[CH:18]=[C:19]([CH:24]=[CH:25][CH:26]=1)[C:20]([O:22]C)=[O:21].N1C=CC=CC=1. (2) Given the product [Cl:1][C:2]1[N:3]([CH2:24][C@@:21]([OH:22])([CH3:23])[CH2:20][O:19][C:17](=[O:18])[C:16]2[CH:15]=[CH:14][C:13]([N+:10]([O-:12])=[O:11])=[CH:26][CH:25]=2)[CH:4]=[C:5]([N+:7]([O-:9])=[O:8])[N:6]=1, predict the reactants needed to synthesize it. The reactants are: [Cl:1][C:2]1[NH:3][CH:4]=[C:5]([N+:7]([O-:9])=[O:8])[N:6]=1.[N+:10]([C:13]1[CH:26]=[CH:25][C:16]([C:17]([O:19][CH2:20][C@:21]2([CH3:24])[CH2:23][O:22]2)=[O:18])=[CH:15][CH:14]=1)([O-:12])=[O:11].C(N(CC)CC)C.